Dataset: Reaction yield outcomes from USPTO patents with 853,638 reactions. Task: Predict the reaction yield, written as a fraction of the theoretical maximum amount of product (1.0 means a 100% yield; for example, 0.34 means a 34% yield). (1) The catalyst is CN(C=O)C. The yield is 0.780. The product is [CH3:30][N:31]([CH3:39])[C:32]1[CH:33]=[C:34]([NH:38][C:22]([NH:21][N:20]=[CH:19][C:18]2[CH:17]=[CH:16][C:15]([C:12]3[N:13]=[CH:14][N:10]([C:7]4[CH:6]=[CH:5][C:4]([O:3][C:2]([F:28])([F:1])[F:29])=[CH:9][CH:8]=4)[N:11]=3)=[CH:27][CH:26]=2)=[S:23])[CH:35]=[CH:36][CH:37]=1. The reactants are [F:1][C:2]([F:29])([F:28])[O:3][C:4]1[CH:9]=[CH:8][C:7]([N:10]2[CH:14]=[N:13][C:12]([C:15]3[CH:27]=[CH:26][C:18](/[CH:19]=[N:20]/[NH:21][C:22](SC)=[S:23])=[CH:17][CH:16]=3)=[N:11]2)=[CH:6][CH:5]=1.[CH3:30][N:31]([CH3:39])[C:32]1[CH:37]=[CH:36][CH:35]=[C:34]([NH2:38])[CH:33]=1. (2) The reactants are Cl.[NH2:2][CH2:3][C:4]1[CH:13]=[CH:12][CH:11]=[C:10]2[C:5]=1[C:6](=[O:23])[N:7]([CH:15]1[CH2:20][CH2:19][C:18](=[O:21])[NH:17][C:16]1=[O:22])[C:8]([CH3:14])=[N:9]2.[C:24]1([CH2:30][C:31](Cl)=[O:32])[CH:29]=[CH:28][CH:27]=[CH:26][CH:25]=1.C(N(CC)C(C)C)(C)C. The catalyst is C(#N)C. The product is [O:22]=[C:16]1[CH:15]([N:7]2[C:6](=[O:23])[C:5]3[C:10](=[CH:11][CH:12]=[CH:13][C:4]=3[CH2:3][NH:2][C:31](=[O:32])[CH2:30][C:24]3[CH:29]=[CH:28][CH:27]=[CH:26][CH:25]=3)[N:9]=[C:8]2[CH3:14])[CH2:20][CH2:19][C:18](=[O:21])[NH:17]1. The yield is 0.400. (3) The reactants are [Cl:1][C:2]1[CH:3]=[C:4]2[C:8](=[CH:9][CH:10]=1)[N:7]([C:11]1[N:15]([CH3:16])[N:14]=[C:13]([CH3:17])[C:12]=1[CH2:18][N:19]1C(=O)C3C(=CC=CC=3)C1=O)[CH:6]=[CH:5]2.NN. The catalyst is O1CCCC1. The product is [Cl:1][C:2]1[CH:3]=[C:4]2[C:8](=[CH:9][CH:10]=1)[N:7]([C:11]1[N:15]([CH3:16])[N:14]=[C:13]([CH3:17])[C:12]=1[CH2:18][NH2:19])[CH:6]=[CH:5]2. The yield is 0.830.